Dataset: Catalyst prediction with 721,799 reactions and 888 catalyst types from USPTO. Task: Predict which catalyst facilitates the given reaction. (1) Reactant: [F:1][CH:2]([F:8])[CH:3]([OH:7])[C:4]([NH2:6])=[O:5].[C:9]([Si:13]([CH3:16])([CH3:15])Cl)([CH3:12])([CH3:11])[CH3:10].C(N(CC)CC)C. Product: [Si:13]([O:7][CH:3]([CH:2]([F:8])[F:1])[C:4]([NH2:6])=[O:5])([C:9]([CH3:12])([CH3:11])[CH3:10])([CH3:16])[CH3:15]. The catalyst class is: 39. (2) Reactant: [OH:1][CH2:2][CH2:3][CH2:4][CH2:5][CH2:6][NH:7][CH2:8][C:9]1[C:10]2[C:15]([CH:16]=[C:17]3[C:22]=1[CH:21]=[CH:20][CH:19]=[CH:18]3)=[CH:14][CH:13]=[CH:12][CH:11]=2.C([O-])([O-])=O.[K+].[K+].[CH2:29](Br)[CH3:30]. Product: [OH:1][CH2:2][CH2:3][CH2:4][CH2:5][CH2:6][N:7]([CH2:8][C:9]1[C:10]2[C:15]([CH:16]=[C:17]3[C:22]=1[CH:21]=[CH:20][CH:19]=[CH:18]3)=[CH:14][CH:13]=[CH:12][CH:11]=2)[CH2:29][CH3:30]. The catalyst class is: 10. (3) The catalyst class is: 1. Reactant: [NH2:1][C:2]1[C:3]2[CH:29]([CH3:30])[C:28](=[O:31])[N:27](C(OC(C)(C)C)=O)[C:4]=2[N:5]=[C:6]([C:8]2[C:16]3[C:11](=[CH:12][C:13]([Cl:17])=[CH:14][CH:15]=3)[N:10]([CH2:18][CH2:19][C:20]([F:26])([F:25])[C:21]([F:24])([F:23])[F:22])[N:9]=2)[N:7]=1.[C:39]([N:43]=C(N(C)C)N(C)C)(C)(C)[CH3:40].BrCC#N.[NH4+].[Cl-].C(O)(C(F)(F)F)=O. Product: [NH2:1][C:2]1[C:3]2[C:29]([CH2:40][C:39]#[N:43])([CH3:30])[C:28](=[O:31])[NH:27][C:4]=2[N:5]=[C:6]([C:8]2[C:16]3[C:11](=[CH:12][C:13]([Cl:17])=[CH:14][CH:15]=3)[N:10]([CH2:18][CH2:19][C:20]([F:25])([F:26])[C:21]([F:24])([F:23])[F:22])[N:9]=2)[N:7]=1. (4) Reactant: [Cl:1][C:2]1[CH:3]=[C:4]2[C:9](=[CH:10][C:11]=1[C:12](O)=[O:13])[N:8]=[CH:7][N:6]=[C:5]2[NH:15][CH:16]([C:18]1[NH:22][C:21]2[CH:23]=[CH:24][C:25]([Cl:27])=[CH:26][C:20]=2[N:19]=1)[CH3:17].FC1C(OC(N(C)C)=[N+](C)C)=C(F)C(F)=C(F)C=1F.F[P-](F)(F)(F)(F)F.C(N(C(C)C)CC)(C)C.[C:63]1([NH:69][CH2:70][C@H:71]2[CH2:75][CH2:74][CH2:73][NH:72]2)[CH:68]=[CH:67][CH:66]=[CH:65][CH:64]=1. Product: [Cl:1][C:2]1[CH:3]=[C:4]2[C:9](=[CH:10][C:11]=1[C:12]([N:72]1[CH2:73][CH2:74][CH2:75][C@@H:71]1[CH2:70][NH:69][C:63]1[CH:68]=[CH:67][CH:66]=[CH:65][CH:64]=1)=[O:13])[N:8]=[CH:7][N:6]=[C:5]2[NH:15][CH:16]([C:18]1[NH:22][C:21]2[CH:23]=[CH:24][C:25]([Cl:27])=[CH:26][C:20]=2[N:19]=1)[CH3:17]. The catalyst class is: 16. (5) Reactant: [C:1]([O:5][C:6](=[O:16])[NH:7][CH:8]1[CH2:13][CH:12]([OH:14])[CH2:11][NH:10][C:9]1=[O:15])([CH3:4])([CH3:3])[CH3:2].[C:17]([Si:21]([CH3:24])([CH3:23])Cl)([CH3:20])([CH3:19])[CH3:18].N1C=CN=C1. Product: [C:1]([O:5][C:6](=[O:16])[NH:7][CH:8]1[CH2:13][CH:12]([O:14][Si:21]([C:17]([CH3:20])([CH3:19])[CH3:18])([CH3:24])[CH3:23])[CH2:11][NH:10][C:9]1=[O:15])([CH3:4])([CH3:2])[CH3:3]. The catalyst class is: 9.